From a dataset of CYP2D6 inhibition data for predicting drug metabolism from PubChem BioAssay. Regression/Classification. Given a drug SMILES string, predict its absorption, distribution, metabolism, or excretion properties. Task type varies by dataset: regression for continuous measurements (e.g., permeability, clearance, half-life) or binary classification for categorical outcomes (e.g., BBB penetration, CYP inhibition). Dataset: cyp2d6_veith. The molecule is CS(=O)(=O)N1CCC2(CCCN(C(=O)Nc3cccc(C#N)c3)C2)CC1. The result is 0 (non-inhibitor).